Dataset: Forward reaction prediction with 1.9M reactions from USPTO patents (1976-2016). Task: Predict the product of the given reaction. (1) Given the reactants [F:1][C:2]1[CH:10]=[CH:9][C:5]([C:6]([OH:8])=O)=[CH:4][C:3]=1[N+:11]([O-:13])=[O:12].S(Cl)(Cl)=O.[NH2:18][C:19]1[CH:24]=[CH:23][CH:22]=[CH:21][C:20]=1O.C(N(C(C)C)CC)(C)C.C1(C)C=CC(S(O)(=O)=O)=CC=1, predict the reaction product. The product is: [F:1][C:2]1[CH:10]=[CH:9][C:5]([C:6]2[O:8][C:20]3[CH:21]=[CH:22][CH:23]=[CH:24][C:19]=3[N:18]=2)=[CH:4][C:3]=1[N+:11]([O-:13])=[O:12]. (2) Given the reactants Cl[C:2]1[N:3]=[C:4]([N:24]2[CH2:29][CH2:28][O:27][CH2:26][CH2:25]2)[C:5]2[O:10][C:9]([CH2:11][N:12]3[CH2:17][CH2:16][N:15]([C:18]([CH3:23])([CH3:22])[C:19]([NH2:21])=[O:20])[CH2:14][CH2:13]3)=[CH:8][C:6]=2[N:7]=1.[CH3:30][C:31]1[NH:35][C:34]2[CH:36]=[CH:37][CH:38]=[CH:39][C:33]=2[N:32]=1.CC(C1C=C(C(C)C)C(C2C=CC=CC=2P(C2CCCCC2)C2CCCCC2)=C(C(C)C)C=1)C.C(=O)([O-])[O-].[Cs+].[Cs+], predict the reaction product. The product is: [CH3:22][C:18]([N:15]1[CH2:16][CH2:17][N:12]([CH2:11][C:9]2[O:10][C:5]3[C:4]([N:24]4[CH2:29][CH2:28][O:27][CH2:26][CH2:25]4)=[N:3][C:2]([N:32]4[C:33]5[CH:39]=[CH:38][CH:37]=[CH:36][C:34]=5[N:35]=[C:31]4[CH3:30])=[N:7][C:6]=3[CH:8]=2)[CH2:13][CH2:14]1)([CH3:23])[C:19]([NH2:21])=[O:20]. (3) Given the reactants [Br:1][C:2]1[CH:7]=[CH:6][C:5](I)=[CH:4][CH:3]=1.[NH:9]1[CH:13]=[N:12][CH:11]=[N:10]1, predict the reaction product. The product is: [Br:1][C:2]1[CH:7]=[CH:6][C:5]([N:9]2[CH:13]=[N:12][CH:11]=[N:10]2)=[CH:4][CH:3]=1. (4) Given the reactants [CH:1]([N:4](CC)C(C)C)([CH3:3])[CH3:2].[C:10]([CH2:12][C:13]1([N:27]2[CH:31]=[C:30]([C:32]3[CH:37]=[CH:36][N:35]=[C:34]4[NH:38][CH:39]=[CH:40][C:33]=34)[CH:29]=[N:28]2)[CH2:16][N:15]([C:17]2[CH:25]=[CH:24][C:20]([C:21](O)=[O:22])=[CH:19][C:18]=2[F:26])[CH2:14]1)#[N:11].F[P-](F)(F)(F)(F)F.N1(O[P+](N(C)C)(N(C)C)N(C)C)C2C=CC=CC=2N=N1.CC(N)C.C([O-])(O)=O.[Na+], predict the reaction product. The product is: [C:10]([CH2:12][C:13]1([N:27]2[CH:31]=[C:30]([C:32]3[CH:37]=[CH:36][N:35]=[C:34]4[NH:38][CH:39]=[CH:40][C:33]=34)[CH:29]=[N:28]2)[CH2:16][N:15]([C:17]2[CH:25]=[CH:24][C:20]([C:21]([NH:4][CH:1]([CH3:3])[CH3:2])=[O:22])=[CH:19][C:18]=2[F:26])[CH2:14]1)#[N:11]. (5) The product is: [CH2:1]([O:8][C:9]1[C:10]([CH2:17][C:19]#[N:20])=[N:11][C:12]([O:15][CH3:16])=[CH:13][CH:14]=1)[C:2]1[CH:7]=[CH:6][CH:5]=[CH:4][CH:3]=1. Given the reactants [CH2:1]([O:8][C:9]1[C:10]([CH2:17]Cl)=[N:11][C:12]([O:15][CH3:16])=[CH:13][CH:14]=1)[C:2]1[CH:7]=[CH:6][CH:5]=[CH:4][CH:3]=1.[C-:19]#[N:20].[Na+], predict the reaction product. (6) Given the reactants [C:1]([O:5][C:6]([N:8]1[CH2:13][CH2:12][CH2:11][CH:10]([C:14]2[CH:19]=[CH:18][C:17](Br)=[CH:16][CH:15]=2)[CH2:9]1)=[O:7])([CH3:4])([CH3:3])[CH3:2].C(P(C(C)(C)C)C1C=CC=CC=1C1C=CC=CC=1)(C)(C)C.CC(C)([O-])C.[Na+].[CH3:48][N:49]1[CH2:54][CH2:53][NH:52][CH2:51][CH2:50]1, predict the reaction product. The product is: [C:1]([O:5][C:6]([N:8]1[CH2:13][CH2:12][CH2:11][CH:10]([C:14]2[CH:19]=[CH:18][C:17]([N:52]3[CH2:53][CH2:54][N:49]([CH3:48])[CH2:50][CH2:51]3)=[CH:16][CH:15]=2)[CH2:9]1)=[O:7])([CH3:4])([CH3:3])[CH3:2].